From a dataset of Forward reaction prediction with 1.9M reactions from USPTO patents (1976-2016). Predict the product of the given reaction. (1) Given the reactants [I:1][C:2]1[CH:7]=[CH:6][C:5]([C:8](=O)[CH2:9][C:10]([O:12]CC)=[O:11])=[CH:4][CH:3]=1.Cl.[NH2:17]O.[OH-].[Na+], predict the reaction product. The product is: [I:1][C:2]1[CH:7]=[CH:6][C:5]([C:8]2[CH2:9][C:10](=[O:11])[O:12][N:17]=2)=[CH:4][CH:3]=1. (2) Given the reactants C1N(CCCS(O)(=O)=O)CCOC1.[OH-].[Na+].C([O-])(=O)C.[C:20]([O:33]CC)(=[O:32])/[CH:21]=[CH:22]/[C:23]1[CH:31]=[CH:30][C:28]([OH:29])=[C:25]([O:26][CH3:27])[CH:24]=1.[N+](C1C=CC(O)=CC=1)([O-])=O.CC1C(Br)=C(O)C(Br)=CC=1C1(C2C=C(Br)C(O)=C(Br)C=2C)OS(=O)(=O)C2C=CC=CC1=2, predict the reaction product. The product is: [C:20]([OH:33])(=[O:32])/[CH:21]=[CH:22]/[C:23]1[CH:31]=[CH:30][C:28]([OH:29])=[C:25]([O:26][CH3:27])[CH:24]=1. (3) Given the reactants [C:1]([C:3]1[CH:8]=[CH:7][C:6]([N:9]2[CH2:15][CH2:14][C:13]3[O:16][N:17]=[C:18]([CH3:19])[C:12]=3[C:11]3[CH:20]=[C:21]([C:24]([O:26]CC)=[O:25])[CH:22]=[CH:23][C:10]2=3)=[CH:5][CH:4]=1)#[N:2].C1COCC1.[OH-].[Na+].Cl, predict the reaction product. The product is: [C:1]([C:3]1[CH:4]=[CH:5][C:6]([N:9]2[CH2:15][CH2:14][C:13]3[O:16][N:17]=[C:18]([CH3:19])[C:12]=3[C:11]3[CH:20]=[C:21]([C:24]([OH:26])=[O:25])[CH:22]=[CH:23][C:10]2=3)=[CH:7][CH:8]=1)#[N:2]. (4) Given the reactants [N:1]1[C:10]2[C:5](=[CH:6][CH:7]=[CH:8][CH:9]=2)[CH:4]=[C:3]([CH:11]2[CH2:16][CH2:15][CH:14]([CH:17]([CH2:23][CH3:24])[C:18]([O:20]CC)=[O:19])[CH2:13][CH2:12]2)[CH:2]=1.[Li+].[OH-].[OH-].[Na+].Cl, predict the reaction product. The product is: [N:1]1[C:10]2[C:5](=[CH:6][CH:7]=[CH:8][CH:9]=2)[CH:4]=[C:3]([CH:11]2[CH2:12][CH2:13][CH:14]([CH:17]([CH2:23][CH3:24])[C:18]([OH:20])=[O:19])[CH2:15][CH2:16]2)[CH:2]=1. (5) Given the reactants Cl[C:2]1[CH:7]=[C:6]([CH3:8])[N:5]=[C:4]([NH2:9])[N:3]=1.[CH2:10]([O:12][C:13]1[CH:14]=[C:15]([CH:24]=[CH:25][C:26]=1[O:27][CH3:28])[CH2:16][N:17]1[CH2:22][CH2:21][CH:20]([NH2:23])[CH2:19][CH2:18]1)[CH3:11], predict the reaction product. The product is: [CH2:10]([O:12][C:13]1[CH:14]=[C:15]([CH:24]=[CH:25][C:26]=1[O:27][CH3:28])[CH2:16][N:17]1[CH2:18][CH2:19][CH:20]([NH:23][C:2]2[CH:7]=[C:6]([CH3:8])[N:5]=[C:4]([NH2:9])[N:3]=2)[CH2:21][CH2:22]1)[CH3:11]. (6) Given the reactants [CH:1]([NH:4][C:5]([NH2:7])=[O:6])([CH3:3])[CH3:2].[C:8](OC)(=[O:14])[CH2:9][C:10](OC)=[O:11].C[O-].[Na+].Cl, predict the reaction product. The product is: [CH:1]([N:4]1[C:10](=[O:11])[CH2:9][C:8](=[O:14])[NH:7][C:5]1=[O:6])([CH3:3])[CH3:2]. (7) Given the reactants Cl.[C:2]([C:6]1[CH:10]=[C:9]([NH2:11])[N:8]([CH2:12][CH:13]([CH3:15])[CH3:14])[N:7]=1)([CH3:5])([CH3:4])[CH3:3].Cl[C:17]([O:19][C:20]1[CH:25]=[CH:24][CH:23]=[CH:22][CH:21]=1)=[O:18], predict the reaction product. The product is: [C:2]([C:6]1[CH:10]=[C:9]([NH:11][C:17](=[O:18])[O:19][C:20]2[CH:25]=[CH:24][CH:23]=[CH:22][CH:21]=2)[N:8]([CH2:12][CH:13]([CH3:15])[CH3:14])[N:7]=1)([CH3:5])([CH3:4])[CH3:3]. (8) Given the reactants [CH3:1][C:2]1([CH3:11])[CH2:7][C:6](=O)[CH2:5][C:4]([CH3:10])([CH3:9])[NH:3]1.[CH2:12]([NH2:24])[CH2:13][CH2:14][CH2:15][CH2:16][CH2:17][CH2:18][CH2:19][CH2:20][CH2:21][CH2:22][CH3:23].[H][H], predict the reaction product. The product is: [CH2:12]([NH:24][CH:6]1[CH2:7][C:2]([CH3:11])([CH3:1])[NH:3][C:4]([CH3:10])([CH3:9])[CH2:5]1)[CH2:13][CH2:14][CH2:15][CH2:16][CH2:17][CH2:18][CH2:19][CH2:20][CH2:21][CH2:22][CH3:23]. (9) Given the reactants [CH3:1][CH:2]1[CH2:8][CH:7]2[CH:5]([O:6]2)[CH2:4][N:3]1[C:9]([O:11][CH2:12][C:13]1[CH:18]=[CH:17][CH:16]=[CH:15][CH:14]=1)=[O:10].[Cl-].[NH4+:20].C([O-])([O-])=O.[Na+].[Na+], predict the reaction product. The product is: [NH2:20][CH:7]1[CH:5]([OH:6])[CH2:4][N:3]([C:9]([O:11][CH2:12][C:13]2[CH:18]=[CH:17][CH:16]=[CH:15][CH:14]=2)=[O:10])[CH:2]([CH3:1])[CH2:8]1.